Dataset: Full USPTO retrosynthesis dataset with 1.9M reactions from patents (1976-2016). Task: Predict the reactants needed to synthesize the given product. (1) Given the product [CH3:2][CH:1]([S:4]([NH:21][CH:17]1[CH2:18][CH2:19][CH2:20][CH:16]1[O:15][CH2:8][C:9]1[CH:14]=[CH:13][CH:12]=[CH:11][CH:10]=1)(=[O:6])=[O:5])[CH3:3], predict the reactants needed to synthesize it. The reactants are: [CH:1]([S:4](Cl)(=[O:6])=[O:5])([CH3:3])[CH3:2].[CH2:8]([O:15][C@H:16]1[CH2:20][CH2:19][CH2:18][C@@H:17]1[NH2:21])[C:9]1[CH:14]=[CH:13][CH:12]=[CH:11][CH:10]=1.C1CCN2C(=NCCC2)CC1. (2) Given the product [O:37]([C:55]1[CH:56]=[C:57]([C:61]23[CH2:66][CH2:65][C:64]([CH2:38][CH2:14]/[CH:13]=[CH:3]\[C:4]([O:6][CH3:7])=[O:5])([CH2:67][CH2:68]2)[CH2:63][O:62]3)[CH:58]=[CH:59][CH:60]=1)[C:36]1[CH:35]=[CH:77][CH:73]=[CH:74][CH:75]=1, predict the reactants needed to synthesize it. The reactants are: P(=O)([O-])O[C:3]([CH2:13][C:14](F)(F)F)(CC(F)(F)F)[C:4]([O:6][CH3:7])=[O:5].C1[O:37][CH2:36][CH2:35]OCCOCCOCCOCCOC1.[CH3:38][Si]([N-][Si](C)(C)C)(C)C.[K+].O1CCCCC1O[C:55]1[CH:56]=[C:57]([C:61]23[CH2:68][CH2:67][C:64](CCC=O)([CH2:65][CH2:66]2)[CH2:63][O:62]3)[CH:58]=[CH:59][CH:60]=1.[CH2:73]1[CH2:77]O[CH2:75][CH2:74]1. (3) Given the product [CH3:29][N:30]([CH3:35])[CH2:31][C:32]([N:48]([CH2:47][C:44]1[CH:45]=[CH:46][C:41]([O:40][CH2:39][C:38]([OH:49])=[O:37])=[CH:42][CH:43]=1)[CH2:13][C:14]1[N:15]=[C:16]([C:19]2[CH:27]=[CH:26][C:22]([C:23]([NH:11][CH2:10][CH2:9][CH2:8][CH2:7][C:1]3[CH:6]=[CH:5][CH:4]=[CH:3][CH:2]=3)=[O:24])=[CH:21][CH:20]=2)[S:17][CH:18]=1)=[O:33], predict the reactants needed to synthesize it. The reactants are: [C:1]1([CH2:7][CH2:8][CH2:9][CH2:10][NH2:11])[CH:6]=[CH:5][CH:4]=[CH:3][CH:2]=1.Cl[CH2:13][C:14]1[N:15]=[C:16]([C:19]2[CH:27]=[CH:26][C:22]([C:23](Cl)=[O:24])=[CH:21][CH:20]=2)[S:17][CH:18]=1.Cl.[CH3:29][N:30]([CH3:35])[CH2:31][C:32](Cl)=[O:33].C[O:37][C:38](=[O:49])[CH2:39][O:40][C:41]1[CH:46]=[CH:45][C:44]([CH2:47][NH2:48])=[CH:43][CH:42]=1. (4) Given the product [F:8][C:9]1[C:10]([CH2:11][N:12]2[CH2:32][CH2:31][C:15]3([O:20][CH2:19][CH2:18][N:17]([C:21]([C:23]4[N:24]=[C:25]([CH:28]([CH3:30])[CH3:29])[S:26][CH:27]=4)=[O:22])[CH2:16]3)[CH2:14][CH2:13]2)=[CH:33][CH:34]=[C:35]([F:40])[C:36]=1[CH2:37][CH:38]=[O:39], predict the reactants needed to synthesize it. The reactants are: C(O)(C(F)(F)F)=O.[F:8][C:9]1[C:36]([CH2:37][CH2:38][OH:39])=[C:35]([F:40])[CH:34]=[CH:33][C:10]=1[CH2:11][N:12]1[CH2:32][CH2:31][C:15]2([O:20][CH2:19][CH2:18][N:17]([C:21]([C:23]3[N:24]=[C:25]([CH:28]([CH3:30])[CH3:29])[S:26][CH:27]=3)=[O:22])[CH2:16]2)[CH2:14][CH2:13]1.CC(OI1(OC(C)=O)(OC(C)=O)OC(=O)C2C=CC=CC1=2)=O.S([O-])([O-])(=O)=S.[Na+].[Na+].C(=O)(O)[O-].[Na+]. (5) Given the product [CH:1]([CH:4]1[CH2:8][CH:7]([C:9]([OH:11])([C:14]#[CH:15])[CH3:10])[CH:6]([CH3:12])[CH2:5]1)([CH3:3])[CH3:2], predict the reactants needed to synthesize it. The reactants are: [CH:1]([CH:4]1[CH2:8][CH:7]([C:9](=[O:11])[CH3:10])[CH:6]([CH3:12])[CH2:5]1)([CH3:3])[CH3:2].O1CCC(=O)[CH2:15][CH2:14]1. (6) Given the product [C:2]([O:17][C:16](=[O:18])[CH2:15][CH2:14][CH2:13][CH2:12][CH2:11][CH2:10][NH:9][C:5]1[CH:6]=[C:7]([CH3:8])[C:2]([CH3:1])=[CH:3][C:4]=1[N+:19]([O-:21])=[O:20])([CH3:7])([CH3:3])[CH3:1], predict the reactants needed to synthesize it. The reactants are: [CH3:1][C:2]1[C:7]([CH3:8])=[CH:6][C:5]([NH:9][CH2:10][CH2:11][CH2:12][CH2:13][CH2:14][CH2:15][C:16]([OH:18])=[O:17])=[C:4]([N+:19]([O-:21])=[O:20])[CH:3]=1.[Cl-].[Mg+2].[Cl-]. (7) Given the product [C:6]([C:8]1[CH:9]=[C:10]2[C:15](=[CH:16][C:17]=1[O:18][CH2:19][C@H:20]([OH:21])[CH2:22][N:1]1[CH2:5][CH2:4][CH2:3][CH2:2]1)[N:14]=[CH:13][CH:12]=[C:11]2[O:23][C:24]1[CH:29]=[CH:28][C:27]([NH:30][C:31]([NH:33][CH3:34])=[O:32])=[C:26]([Cl:35])[CH:25]=1)#[N:7], predict the reactants needed to synthesize it. The reactants are: [NH:1]1[CH2:5][CH2:4][CH2:3][CH2:2]1.[C:6]([C:8]1[CH:9]=[C:10]2[C:15](=[CH:16][C:17]=1[O:18][CH2:19][C@H:20]1[CH2:22][O:21]1)[N:14]=[CH:13][CH:12]=[C:11]2[O:23][C:24]1[CH:29]=[CH:28][C:27]([NH:30][C:31]([NH:33][CH3:34])=[O:32])=[C:26]([Cl:35])[CH:25]=1)#[N:7]. (8) Given the product [OH:8][C:6]1[CH:5]=[CH:4][C:3]([C:9]2[O:10][C:11]3[CH:17]=[CH:16][C:15]([OH:18])=[CH:14][C:12]=3[CH:13]=2)=[C:2]([C:19]2[CH:24]=[CH:23][CH:22]=[CH:21][CH:20]=2)[CH:7]=1, predict the reactants needed to synthesize it. The reactants are: Br[C:2]1[CH:7]=[C:6]([OH:8])[CH:5]=[CH:4][C:3]=1[C:9]1[O:10][C:11]2[CH:17]=[CH:16][C:15]([OH:18])=[CH:14][C:12]=2[CH:13]=1.[C:19]1(B(O)O)[CH:24]=[CH:23][CH:22]=[CH:21][CH:20]=1.Cl. (9) Given the product [NH2:29][C:25]1[N:26]=[CH:27][N:28]=[C:23]([NH:1][C@H:2]([C:4]2[N:13]([C:14]3[CH:15]=[CH:16][CH:17]=[CH:18][CH:19]=3)[C:12](=[O:20])[C:11]3[C:6](=[CH:7][CH:8]=[CH:9][C:10]=3[F:21])[N:5]=2)[CH3:3])[C:24]=1[C:30]1[O:34][N:33]=[C:32]([CH3:35])[N:31]=1, predict the reactants needed to synthesize it. The reactants are: [NH2:1][C@H:2]([C:4]1[N:13]([C:14]2[CH:19]=[CH:18][CH:17]=[CH:16][CH:15]=2)[C:12](=[O:20])[C:11]2[C:6](=[CH:7][CH:8]=[CH:9][C:10]=2[F:21])[N:5]=1)[CH3:3].Cl[C:23]1[N:28]=[CH:27][N:26]=[C:25]([NH2:29])[C:24]=1[C:30]1[O:34][N:33]=[C:32]([CH3:35])[N:31]=1.CCN(C(C)C)C(C)C.